Task: Predict the reaction yield, written as a fraction of the theoretical maximum amount of product (1.0 means a 100% yield; for example, 0.34 means a 34% yield).. Dataset: Reaction yield outcomes from USPTO patents with 853,638 reactions The reactants are [CH3:1][C:2]1([CH3:32])[CH2:7][O:6][CH2:5][CH2:4][N:3]1[C:8]([C:10]1[C:11]2[CH2:27][O:26][C:25]3[CH:24]=[C:23]([O:28][CH3:29])[C:22]([C:30]#[N:31])=[CH:21][C:20]=3[C:12]=2[N:13]([C:15]2[CH:19]=[CH:18][S:17][CH:16]=2)[N:14]=1)=[O:9].CO. The catalyst is [Ni]. The product is [NH2:31][CH2:30][C:22]1[C:23]([O:28][CH3:29])=[CH:24][C:25]2[O:26][CH2:27][C:11]3[C:10]([C:8]([N:3]4[CH2:4][CH2:5][O:6][CH2:7][C:2]4([CH3:32])[CH3:1])=[O:9])=[N:14][N:13]([C:15]4[CH:19]=[CH:18][S:17][CH:16]=4)[C:12]=3[C:20]=2[CH:21]=1. The yield is 0.140.